From a dataset of Peptide-MHC class I binding affinity with 185,985 pairs from IEDB/IMGT. Regression. Given a peptide amino acid sequence and an MHC pseudo amino acid sequence, predict their binding affinity value. This is MHC class I binding data. (1) The peptide sequence is EMIWDPNGW. The MHC is HLA-B35:01 with pseudo-sequence HLA-B35:01. The binding affinity (normalized) is 0.463. (2) The peptide sequence is KSFFLMSAM. The MHC is HLA-C15:02 with pseudo-sequence HLA-C15:02. The binding affinity (normalized) is 0.455. (3) The peptide sequence is NPAACSYMV. The MHC is HLA-B51:01 with pseudo-sequence HLA-B51:01. The binding affinity (normalized) is 0.0847. (4) The peptide sequence is ALCTLLHLHR. The MHC is HLA-A03:01 with pseudo-sequence HLA-A03:01. The binding affinity (normalized) is 0.472. (5) The peptide sequence is GSFKEYVFW. The MHC is HLA-A03:01 with pseudo-sequence HLA-A03:01. The binding affinity (normalized) is 0.0847. (6) The peptide sequence is SLVDKEDTDI. The MHC is HLA-A02:02 with pseudo-sequence HLA-A02:02. The binding affinity (normalized) is 0.424.